Dataset: Catalyst prediction with 721,799 reactions and 888 catalyst types from USPTO. Task: Predict which catalyst facilitates the given reaction. (1) Reactant: Cl[C:2]1[N:7]=[C:6]([N:8]([CH3:10])[CH3:9])[C:5]([CH3:11])=[CH:4][N:3]=1.FC(F)(F)C(O)=O.[NH2:19][C@@H:20]1[CH2:25][CH2:24][C@H:23]([NH:26][C:27](=[O:42])[C:28]2[CH:33]=[C:32]([C:34]([F:37])([F:36])[F:35])[CH:31]=[C:30]([C:38]([F:41])([F:40])[F:39])[CH:29]=2)[CH2:22][CH2:21]1.CCN(C(C)C)C(C)C.C(O)(C)(C)C. Product: [CH3:9][N:8]([CH3:10])[C:6]1[C:5]([CH3:11])=[CH:4][N:3]=[C:2]([NH:19][C@@H:20]2[CH2:21][CH2:22][C@H:23]([NH:26][C:27](=[O:42])[C:28]3[CH:33]=[C:32]([C:34]([F:36])([F:37])[F:35])[CH:31]=[C:30]([C:38]([F:39])([F:40])[F:41])[CH:29]=3)[CH2:24][CH2:25]2)[N:7]=1. The catalyst class is: 2. (2) Reactant: [CH2:1]([O:3][C:4]1[CH:5]=[C:6]([CH:12]([N:17]2[CH2:25][C:24]3[C:19](=[CH:20][CH:21]=[CH:22][CH:23]=3)[C:18]2=[O:26])[CH2:13][C:14]([OH:16])=O)[CH:7]=[CH:8][C:9]=1[O:10][CH3:11])[CH3:2].C[N:28]1CCCCC1.CC[O:36][CH2:37]C. Product: [CH2:1]([O:3][C:4]1[CH:5]=[C:6]([CH:12]([N:17]2[CH2:25][C:24]3[C:19](=[CH:20][CH:21]=[CH:22][CH:23]=3)[C:18]2=[O:26])[CH2:13][C:14]([NH:28][O:36][CH3:37])=[O:16])[CH:7]=[CH:8][C:9]=1[O:10][CH3:11])[CH3:2]. The catalyst class is: 2. (3) Reactant: [Br:1][C:2]1[CH:3]=[C:4]([C:11]([OH:13])=O)[C:5]2[O:9][CH2:8][CH2:7][C:6]=2[CH:10]=1.C(Cl)(=O)C([Cl:17])=O. Product: [Br:1][C:2]1[CH:3]=[C:4]([C:11]([Cl:17])=[O:13])[C:5]2[O:9][CH2:8][CH2:7][C:6]=2[CH:10]=1. The catalyst class is: 4. (4) Reactant: [CH2:1]([O:5][C:6]1[C:15]2[C:10](=[CH:11][CH:12]=[C:13]([C:16]3[S:17][CH:18]=[C:19]([C:21]([OH:23])=[O:22])[N:20]=3)[CH:14]=2)[C:9](=[O:24])[N:8]([CH2:25][CH:26]([CH3:28])[CH3:27])[C:7]=1[CH2:29][NH:30]C(OC(C)(C)C)=O)[CH2:2][CH2:3][CH3:4].[ClH:38]. Product: [ClH:38].[NH2:30][CH2:29][C:7]1[N:8]([CH2:25][CH:26]([CH3:27])[CH3:28])[C:9](=[O:24])[C:10]2[C:15]([C:6]=1[O:5][CH2:1][CH2:2][CH2:3][CH3:4])=[CH:14][C:13]([C:16]1[S:17][CH:18]=[C:19]([C:21]([OH:23])=[O:22])[N:20]=1)=[CH:12][CH:11]=2. The catalyst class is: 13. (5) Reactant: [Br:1][C:2]1[CH:7]=[CH:6][C:5]([SH:8])=[CH:4][CH:3]=1.C[O-].[Na+].CI.[OH-].[Na+]. Product: [CH2:7]([S:8][C:5]1[CH:6]=[CH:7][C:2]([Br:1])=[CH:3][CH:4]=1)[CH2:2][CH2:3][CH3:4]. The catalyst class is: 5. (6) Reactant: [C:1]([O:5][C:6]([CH2:8][C:9]1[C:10]([CH3:29])=[N:11][C:12]2[N:13]([CH:23]=[C:24](C(O)=O)[N:25]=2)[C:14]=1[C:15]1[CH:20]=[CH:19][C:18]([Cl:21])=[CH:17][C:16]=1[Cl:22])=[O:7])([CH3:4])([CH3:3])[CH3:2].C1C=CC(P(N=[N+]=[N-])(C2C=CC=CC=2)=[O:37])=CC=1.[C:47]1([CH2:53][OH:54])[CH:52]=[CH:51][CH:50]=[CH:49][CH:48]=1.CC[N:57]([CH2:60]C)CC. Product: [C:1]([O:5][C:6]([CH2:8][C:9]1[C:10]([CH3:29])=[N:11][C:12]2[N:13]([CH:23]=[C:24]([NH:57][C:60]([O:54][CH2:53][C:47]3[CH:52]=[CH:51][CH:50]=[CH:49][CH:48]=3)=[O:37])[N:25]=2)[C:14]=1[C:15]1[CH:20]=[CH:19][C:18]([Cl:21])=[CH:17][C:16]=1[Cl:22])=[O:7])([CH3:4])([CH3:2])[CH3:3]. The catalyst class is: 11. (7) Reactant: [C:1]([O:5][C:6]([NH:8][C:9]1([CH:18]([OH:22])[C:19](O)=[O:20])[CH2:17][C:16]2[C:11](=[CH:12][CH:13]=[CH:14][CH:15]=2)[CH2:10]1)=[O:7])([CH3:4])([CH3:3])[CH3:2].[CH2:23]([NH2:30])[C:24]1[CH:29]=[CH:28][CH:27]=[CH:26][CH:25]=1.C(N(CC)C(C)C)(C)C.CN(C(ON1N=NC2C=CC=NC1=2)=[N+](C)C)C.F[P-](F)(F)(F)(F)F. Product: [C:1]([O:5][C:6](=[O:7])[NH:8][C:9]1([CH:18]([C:19](=[O:20])[NH:30][CH2:23][C:24]2[CH:29]=[CH:28][CH:27]=[CH:26][CH:25]=2)[OH:22])[CH2:17][C:16]2[C:11](=[CH:12][CH:13]=[CH:14][CH:15]=2)[CH2:10]1)([CH3:4])([CH3:3])[CH3:2]. The catalyst class is: 3. (8) Reactant: [C:1]1([CH:7]2[CH2:12][CH2:11][CH2:10][CH2:9][C:8]2=[O:13])[CH:6]=[CH:5][CH:4]=[CH:3][CH:2]=1.[C:14](Cl)([N:16]=[C:17]=[O:18])=[O:15]. Product: [C:1]1([CH:7]2[C:8]3[O:13][C:17](=[O:18])[NH:16][C:14](=[O:15])[C:9]=3[CH2:10][CH2:11][CH2:12]2)[CH:6]=[CH:5][CH:4]=[CH:3][CH:2]=1.[C:1]1([C:7]23[CH2:12][CH2:11][CH2:10][CH:9]=[C:8]2[O:13][C:17](=[O:18])[NH:16][C:14]3=[O:15])[CH:6]=[CH:5][CH:4]=[CH:3][CH:2]=1. The catalyst class is: 13. (9) Reactant: [F:1][C:2]1[CH:3]=[C:4]([CH2:8][CH2:9][C:10]([NH:12][NH:13][C:14]([C:16]2[CH:17]=[C:18]3[C:22](=[CH:23][CH:24]=2)[NH:21][N:20]=[CH:19]3)=O)=O)[CH:5]=[CH:6][CH:7]=1.COC1C=CC(P2(=S)SP(=S)(C3C=CC(OC)=CC=3)[S:34]2)=CC=1. Product: [F:1][C:2]1[CH:3]=[C:4]([CH2:8][CH2:9][C:10]2[S:34][C:14]([C:16]3[CH:17]=[C:18]4[C:22](=[CH:23][CH:24]=3)[NH:21][N:20]=[CH:19]4)=[N:13][N:12]=2)[CH:5]=[CH:6][CH:7]=1. The catalyst class is: 113. (10) Reactant: [CH3:1][C@H:2]1[O:7][C@@H:6]([CH3:8])[CH2:5][N:4]([CH2:9][C:10]2[O:14][C:13]([C:15]3[CH:23]=[C:22]([C:24]4[CH:25]=[C:26]([NH2:32])[C:27]([O:30][CH3:31])=[N:28][CH:29]=4)[CH:21]=[C:20]4[C:16]=3[CH:17]=[N:18][N:19]4[S:33]([C:36]3[CH:41]=[CH:40][CH:39]=[CH:38][CH:37]=3)(=[O:35])=[O:34])=[N:12][N:11]=2)[CH2:3]1.[CH3:42][S:43](Cl)(=[O:45])=[O:44].O. Product: [CH3:1][C@H:2]1[O:7][C@@H:6]([CH3:8])[CH2:5][N:4]([CH2:9][C:10]2[O:14][C:13]([C:15]3[CH:23]=[C:22]([C:24]4[CH:25]=[C:26]([NH:32][S:43]([CH3:42])(=[O:45])=[O:44])[C:27]([O:30][CH3:31])=[N:28][CH:29]=4)[CH:21]=[C:20]4[C:16]=3[CH:17]=[N:18][N:19]4[S:33]([C:36]3[CH:41]=[CH:40][CH:39]=[CH:38][CH:37]=3)(=[O:34])=[O:35])=[N:12][N:11]=2)[CH2:3]1. The catalyst class is: 17.